Task: Predict which catalyst facilitates the given reaction.. Dataset: Catalyst prediction with 721,799 reactions and 888 catalyst types from USPTO (1) Reactant: [CH2:1]([N:8]1[C:12]2([CH2:17][CH2:16][N:15]([C:18](=[O:24])[CH:19]([CH2:22][CH3:23])[CH2:20][CH3:21])[CH2:14][CH2:13]2)[NH:11][C@@H:10]([CH2:25][C:26]2[CH:31]=[CH:30][CH:29]=[CH:28][CH:27]=2)[C:9]1=[O:32])[C:2]1[CH:7]=[CH:6][CH:5]=[CH:4][CH:3]=1.O.C[Si]([Cl:38])(C)C.CCCCCC. Product: [ClH:38].[CH2:1]([N:8]1[C:12]2([CH2:17][CH2:16][N:15]([C:18](=[O:24])[CH:19]([CH2:20][CH3:21])[CH2:22][CH3:23])[CH2:14][CH2:13]2)[NH:11][C@@H:10]([CH2:25][C:26]2[CH:27]=[CH:28][CH:29]=[CH:30][CH:31]=2)[C:9]1=[O:32])[C:2]1[CH:3]=[CH:4][CH:5]=[CH:6][CH:7]=1. The catalyst class is: 573. (2) Reactant: [C:1]([C:5]1[N:9]([CH2:10][CH:11]2[CH2:16][CH2:15][O:14][CH2:13][CH2:12]2)[C:8]2[CH:17]=[CH:18][C:19]([S:21](Cl)(=[O:23])=[O:22])=[CH:20][C:7]=2[N:6]=1)([CH3:4])([CH3:3])[CH3:2].Cl.[CH3:26][NH:27][O:28][CH3:29]. Product: [C:1]([C:5]1[N:9]([CH2:10][CH:11]2[CH2:16][CH2:15][O:14][CH2:13][CH2:12]2)[C:8]2[CH:17]=[CH:18][C:19]([S:21]([N:27]([O:28][CH3:29])[CH3:26])(=[O:23])=[O:22])=[CH:20][C:7]=2[N:6]=1)([CH3:4])([CH3:3])[CH3:2]. The catalyst class is: 649. (3) Reactant: [C:1]1([C:7]2[O:11][CH:10]=[N:9][C:8]=2[C:12]([O:14][CH2:15][CH3:16])=[O:13])[CH:6]=[CH:5][CH:4]=[CH:3][CH:2]=1.C[Si]([NH-])(C)C.[Li+].[I:23]I.CCOC(C)=O. Product: [I:23][C:10]1[O:11][C:7]([C:1]2[CH:2]=[CH:3][CH:4]=[CH:5][CH:6]=2)=[C:8]([C:12]([O:14][CH2:15][CH3:16])=[O:13])[N:9]=1. The catalyst class is: 1. (4) Reactant: Br[C:2]1[CH:3]=[N:4][N:5]2[C:10]([O:11][CH3:12])=[C:9]([CH2:13][CH3:14])[C:8]([CH3:15])=[N:7][C:6]=12.CC1(C)C(C)(C)OB([C:24]2[CH:25]=[N:26][N:27]([CH2:29][O:30][CH2:31][CH2:32][Si:33]([CH3:36])([CH3:35])[CH3:34])[CH:28]=2)O1.C([O-])([O-])=O.[Cs+].[Cs+]. Product: [CH2:13]([C:9]1[C:8]([CH3:15])=[N:7][C:6]2[N:5]([N:4]=[CH:3][C:2]=2[C:24]2[CH:25]=[N:26][N:27]([CH2:29][O:30][CH2:31][CH2:32][Si:33]([CH3:36])([CH3:35])[CH3:34])[CH:28]=2)[C:10]=1[O:11][CH3:12])[CH3:14]. The catalyst class is: 551. (5) Reactant: [C:1]([O:5][C:6]([NH:8][C@@H:9]1[CH2:13][CH2:12][C@:11]([C@H:17]2[CH2:21][CH2:20][O:19][CH2:18]2)([C:14]([OH:16])=O)[CH2:10]1)=[O:7])([CH3:4])([CH3:3])[CH3:2].Cl.Cl.[F:24][C:25]([F:39])([F:38])[C:26]1[CH:31]=[CH:30][N:29]=[C:28]([N:32]2[CH2:37][CH2:36][NH:35][CH2:34][CH2:33]2)[CH:27]=1.C(N(CC)CC)C.F[P-](F)(F)(F)(F)F.N1(OC(N(C)C)=[N+](C)C)C2C=CC=CC=2N=N1. Product: [O:19]1[CH2:20][CH2:21][C@H:17]([C@:11]2([C:14]([N:35]3[CH2:36][CH2:37][N:32]([C:28]4[CH:27]=[C:26]([C:25]([F:39])([F:24])[F:38])[CH:31]=[CH:30][N:29]=4)[CH2:33][CH2:34]3)=[O:16])[CH2:12][CH2:13][C@@H:9]([NH:8][C:6](=[O:7])[O:5][C:1]([CH3:2])([CH3:3])[CH3:4])[CH2:10]2)[CH2:18]1. The catalyst class is: 85. (6) Product: [CH3:1][N:2]1[CH:6]=[C:5]([C:7]2[CH:8]=[C:9]([CH:14]=[C:15]([C:17]([F:18])([F:19])[F:20])[CH:16]=2)[C:10]([OH:12])=[O:11])[CH:4]=[N:3]1. Reactant: [CH3:1][N:2]1[CH:6]=[C:5]([C:7]2[CH:8]=[C:9]([CH:14]=[C:15]([C:17]([F:20])([F:19])[F:18])[CH:16]=2)[C:10]([O:12]C)=[O:11])[CH:4]=[N:3]1.[OH-].[Na+]. The catalyst class is: 5. (7) Reactant: [O:1]=[C:2]([CH2:6][CH3:7])[C:3]([OH:5])=[O:4].[OH-].[K+].[Cl:10][C:11]1[CH:12]=[C:13]([C:17](=[O:19])[CH3:18])[CH:14]=[CH:15][CH:16]=1.OS(O)(=O)=O. Product: [Cl:10][C:11]1[CH:12]=[C:13]([C:17](=[O:19])[CH2:18][C:2]([CH2:6][CH3:7])([OH:1])[C:3]([OH:5])=[O:4])[CH:14]=[CH:15][CH:16]=1. The catalyst class is: 24.